Dataset: Reaction yield outcomes from USPTO patents with 853,638 reactions. Task: Predict the reaction yield, written as a fraction of the theoretical maximum amount of product (1.0 means a 100% yield; for example, 0.34 means a 34% yield). (1) The reactants are [Br:1][C:2]1[CH:9]=[CH:8][C:5]([CH:6]=O)=[CH:4][CH:3]=1.[CH2:10]1[CH2:16][O:15][CH2:14][CH2:13][NH:12][CH2:11]1.Cl.C(O)(=O)C.C(O[BH-](OC(=O)C)OC(=O)C)(=O)C.[Na+]. The catalyst is ClC(Cl)C. The product is [Br:1][C:2]1[CH:9]=[CH:8][C:5]([CH2:6][N:12]2[CH2:11][CH2:10][CH2:16][O:15][CH2:14][CH2:13]2)=[CH:4][CH:3]=1. The yield is 0.850. (2) The reactants are [Br:1][C:2]1[CH:3]=[C:4]2[C:9](=[CH:10][CH:11]=1)[N:8]([C:12](=[O:14])[CH3:13])[C@@H:7]([CH3:15])[CH2:6][N:5]2S(C1C=CC(C)=CC=1)(=O)=O.S(=O)(=O)(O)O.[OH-].[Na+]. The catalyst is ClCCl. The product is [Br:1][C:2]1[CH:3]=[C:4]2[C:9](=[CH:10][CH:11]=1)[N:8]([C:12](=[O:14])[CH3:13])[C@@H:7]([CH3:15])[CH2:6][NH:5]2. The yield is 0.850.